Task: Predict the product of the given reaction.. Dataset: Forward reaction prediction with 1.9M reactions from USPTO patents (1976-2016) (1) Given the reactants [NH2:1][C:2]1[CH:3]=[CH:4][C:5]([C:8]#[N:9])=[N:6][CH:7]=1.[N:10]1([C:16]2[CH:17]=[C:18]([CH:21]=[CH:22][CH:23]=2)[CH:19]=O)[CH2:15][CH2:14][O:13][CH2:12][CH2:11]1, predict the reaction product. The product is: [N:10]1([C:16]2[CH:17]=[C:18](/[CH:19]=[N:1]/[C:2]3[CH:3]=[CH:4][C:5]([C:8]#[N:9])=[N:6][CH:7]=3)[CH:21]=[CH:22][CH:23]=2)[CH2:15][CH2:14][O:13][CH2:12][CH2:11]1. (2) Given the reactants [Cl:1][C:2]1[CH:28]=[C:27]([Cl:29])[CH:26]=[CH:25][C:3]=1[C:4]([N:6]([C:16]1[CH:21]=[CH:20][C:19]([Cl:22])=[C:18]([O:23][CH3:24])[CH:17]=1)[C:7]1[S:8][C:9](C)=[C:10]([C:12](O)=[O:13])[N:11]=1)=[O:5].[NH:30]1[CH2:34][CH2:33][CH2:32][CH2:31]1.C(N1C=CN=C1)(N1C=CN=C1)=O.Cl, predict the reaction product. The product is: [Cl:1][C:2]1[CH:28]=[C:27]([Cl:29])[CH:26]=[CH:25][C:3]=1[C:4]([N:6]([C:16]1[CH:21]=[CH:20][C:19]([Cl:22])=[C:18]([O:23][CH3:24])[CH:17]=1)[C:7]1[S:8][CH:9]=[C:10]([C:12]([N:30]2[CH2:34][CH2:33][CH2:32][CH2:31]2)=[O:13])[N:11]=1)=[O:5]. (3) Given the reactants [Si]([O:8][CH2:9][C:10]1([CH3:37])[S:16][CH2:15][CH2:14][N:13]2[C:17]([C:20]3([C:23]4[CH:28]=[CH:27][C:26]([C:29]5[C:30]([O:35][CH3:36])=[N:31][CH:32]=[CH:33][CH:34]=5)=[CH:25][CH:24]=4)[CH2:22][CH2:21]3)=[N:18][N:19]=[C:12]2[CH2:11]1)(C(C)(C)C)(C)C.Cl, predict the reaction product. The product is: [CH3:36][O:35][C:30]1[C:29]([C:26]2[CH:27]=[CH:28][C:23]([C:20]3([C:17]4[N:13]5[CH2:14][CH2:15][S:16][C:10]([CH2:9][OH:8])([CH3:37])[CH2:11][C:12]5=[N:19][N:18]=4)[CH2:21][CH2:22]3)=[CH:24][CH:25]=2)=[CH:34][CH:33]=[CH:32][N:31]=1. (4) Given the reactants [CH3:1][NH:2][C:3]1[CH:8]=[CH:7][CH:6]=[CH:5][CH:4]=1.Cl[C:10]1[CH:15]=[C:14]([Cl:16])[N:13]=[C:12]([NH2:17])[N:11]=1.Cl, predict the reaction product. The product is: [Cl:16][C:14]1[N:13]=[C:12]([NH2:17])[N:11]=[C:10]([N:2]([CH3:1])[C:3]2[CH:8]=[CH:7][CH:6]=[CH:5][CH:4]=2)[CH:15]=1. (5) Given the reactants Cl[C:2]1[C:11]2[C:6](=[C:7]([S:15][CH3:16])[CH:8]=[C:9]([N+:12]([O-:14])=[O:13])[CH:10]=2)[N:5]=[CH:4][C:3]=1[C:17]#[N:18].[Cl:19][C:20]1[CH:21]=[C:22]([CH:24]=[CH:25][C:26]=1[F:27])[NH2:23], predict the reaction product. The product is: [Cl:19][C:20]1[CH:21]=[C:22]([NH:23][C:2]2[C:11]3[C:6](=[C:7]([S:15][CH3:16])[CH:8]=[C:9]([N+:12]([O-:14])=[O:13])[CH:10]=3)[N:5]=[CH:4][C:3]=2[C:17]#[N:18])[CH:24]=[CH:25][C:26]=1[F:27]. (6) Given the reactants [CH2:1]([O:3][CH2:4][CH2:5][O:6][C:7]1[CH:12]=[CH:11][CH:10]=[C:9]([NH2:13])[C:8]=1[NH2:14])[CH3:2].CO[C:17](=N)[C:18]([Cl:21])([Cl:20])[Cl:19], predict the reaction product. The product is: [CH2:1]([O:3][CH2:4][CH2:5][O:6][C:7]1[C:8]2[N:14]=[C:17]([C:18]([Cl:21])([Cl:20])[Cl:19])[NH:13][C:9]=2[CH:10]=[CH:11][CH:12]=1)[CH3:2]. (7) Given the reactants [N:1]1([C:7]2[CH:8]=[C:9]([CH:14]=[C:15]([N+:17]([O-])=O)[CH:16]=2)[C:10]([NH:12][CH3:13])=[O:11])[CH2:6][CH2:5][O:4][CH2:3][CH2:2]1.[H][H], predict the reaction product. The product is: [NH2:17][C:15]1[CH:14]=[C:9]([CH:8]=[C:7]([N:1]2[CH2:2][CH2:3][O:4][CH2:5][CH2:6]2)[CH:16]=1)[C:10]([NH:12][CH3:13])=[O:11]. (8) Given the reactants [Cl:1][C:2]1[CH:7]=[CH:6][C:5]([I:8])=[CH:4][C:3]=1[O:9]C.B(Br)(Br)Br.C(=O)([O-])O.[Na+].Cl, predict the reaction product. The product is: [Cl:1][C:2]1[CH:7]=[CH:6][C:5]([I:8])=[CH:4][C:3]=1[OH:9]. (9) Given the reactants C([SiH](CC)CC)C.[CH2:8]([O:15][C:16]1[CH:21]=[CH:20][CH:19]=[CH:18][C:17]=1[CH:22]([C:24]1[CH:29]=[CH:28][C:27]([Br:30])=[CH:26][CH:25]=1)O)[C:9]1[CH:14]=[CH:13][CH:12]=[CH:11][CH:10]=1.C(=O)([O-])[O-].[K+].[K+], predict the reaction product. The product is: [CH2:8]([O:15][C:16]1[CH:21]=[CH:20][CH:19]=[CH:18][C:17]=1[CH2:22][C:24]1[CH:29]=[CH:28][C:27]([Br:30])=[CH:26][CH:25]=1)[C:9]1[CH:10]=[CH:11][CH:12]=[CH:13][CH:14]=1. (10) Given the reactants BrC1C=CC([C:8]2O[C:10](C)=[C:11]([CH2:13][CH2:14]OS(C)(=O)=O)[N:12]=2)=CC=1.[F:21][C:22]1[CH:23]=[C:24]([C:37]2[CH:42]=[CH:41][C:40]([S:43]([CH3:46])(=[O:45])=[O:44])=[CH:39][CH:38]=2)[CH:25]=[CH:26][C:27]=1[C:28]1[O:29][C:30]([CH3:36])=[C:31]([CH2:33][CH2:34]O)[N:32]=1, predict the reaction product. The product is: [F:21][C:22]1[CH:23]=[C:24]([C:37]2[CH:38]=[CH:39][C:40]([S:43]([CH3:46])(=[O:45])=[O:44])=[CH:41][CH:42]=2)[CH:25]=[CH:26][C:27]=1[C:28]1[O:29][C:30]([CH3:36])=[C:31]([CH2:33][CH2:34][N:12]2[CH2:8][CH2:14][CH2:13][CH:11]2[CH3:10])[N:32]=1.